This data is from Peptide-MHC class II binding affinity with 134,281 pairs from IEDB. The task is: Regression. Given a peptide amino acid sequence and an MHC pseudo amino acid sequence, predict their binding affinity value. This is MHC class II binding data. (1) The peptide sequence is KKPDKPSLDISLETVAID. The MHC is HLA-DQA10102-DQB10501 with pseudo-sequence HLA-DQA10102-DQB10501. The binding affinity (normalized) is 0.581. (2) The peptide sequence is EKKYCAATQFEPLAA. The MHC is DRB1_0101 with pseudo-sequence DRB1_0101. The binding affinity (normalized) is 0.539.